This data is from Peptide-MHC class II binding affinity with 134,281 pairs from IEDB. The task is: Regression. Given a peptide amino acid sequence and an MHC pseudo amino acid sequence, predict their binding affinity value. This is MHC class II binding data. (1) The peptide sequence is MSIHGKGEWMTTEDM. The MHC is DRB1_0901 with pseudo-sequence DRB1_0901. The binding affinity (normalized) is 0.391. (2) The peptide sequence is EEKIEIIPIQEEEY. The MHC is HLA-DQA10301-DQB10302 with pseudo-sequence HLA-DQA10301-DQB10302. The binding affinity (normalized) is 0.694. (3) The peptide sequence is VNGTWMIHTLEALDY. The binding affinity (normalized) is 0.872. The MHC is HLA-DQA10201-DQB10402 with pseudo-sequence HLA-DQA10201-DQB10402.